Task: Predict the reaction yield, written as a fraction of the theoretical maximum amount of product (1.0 means a 100% yield; for example, 0.34 means a 34% yield).. Dataset: Reaction yield outcomes from USPTO patents with 853,638 reactions (1) The reactants are F[C:2]1[CH:3]=[C:4]([N+:9]([O-:11])=[O:10])[CH:5]=[C:6](F)[CH:7]=1.CS(C)=O.[NH:16]1[CH2:21][CH2:20][O:19][CH2:18][CH2:17]1. The catalyst is C(Cl)Cl. The product is [N:16]1([C:2]2[CH:7]=[C:6]([N:16]3[CH2:21][CH2:20][O:19][CH2:18][CH2:17]3)[CH:5]=[C:4]([N+:9]([O-:11])=[O:10])[CH:3]=2)[CH2:21][CH2:20][O:19][CH2:18][CH2:17]1. The yield is 0.580. (2) The reactants are Br[C:2]1[CH:10]=[C:9]2[C:5]([CH2:6][C:7]3([CH2:15][CH:14]([O:16][CH3:17])[CH:13]([O:18][CH3:19])[CH2:12]3)[C:8]2=[O:11])=[CH:4][CH:3]=1.[C:20]([C:22]1[CH:23]=[C:24](B(O)O)[CH:25]=[CH:26][CH:27]=1)#[N:21].C(=O)([O-])[O-].[Cs+].[Cs+]. The catalyst is O1CCOCC1.O.Cl[Pd](Cl)([P](C1C=CC=CC=1)(C1C=CC=CC=1)C1C=CC=CC=1)[P](C1C=CC=CC=1)(C1C=CC=CC=1)C1C=CC=CC=1. The product is [CH3:19][O:18][CH:13]1[CH:14]([O:16][CH3:17])[CH2:15][C:7]2([CH2:6][C:5]3[C:9](=[CH:10][C:2]([C:26]4[CH:27]=[C:22]([CH:23]=[CH:24][CH:25]=4)[C:20]#[N:21])=[CH:3][CH:4]=3)[C:8]2=[O:11])[CH2:12]1. The yield is 0.730. (3) The yield is 0.800. The product is [CH3:1][O:2][C:3]1[CH:4]=[C:5]2[C:10](=[CH:11][C:12]=1[O:13][CH3:14])[N:9]=[CH:8][CH:7]=[C:6]2[O:15][C:16]1[CH:21]=[CH:20][C:19]([NH:22][CH2:23][CH2:24][O:25][C:26]2[CH:27]=[CH:28][C:29]([CH3:32])=[CH:30][CH:31]=2)=[CH:18][C:17]=1[CH3:34]. The catalyst is O1CCCC1. The reactants are [CH3:1][O:2][C:3]1[CH:4]=[C:5]2[C:10](=[CH:11][C:12]=1[O:13][CH3:14])[N:9]=[CH:8][CH:7]=[C:6]2[O:15][C:16]1[CH:21]=[CH:20][C:19]([NH:22][C:23](=O)[CH2:24][O:25][C:26]2[CH:31]=[CH:30][C:29]([CH3:32])=[CH:28][CH:27]=2)=[CH:18][C:17]=1[CH3:34].Cl.[OH-].[Na+]. (4) The reactants are B.CSC.[NH:5]1[CH2:10][CH2:9][S:8][CH2:7][C:6]1=O.[C:23]([O:22][C:20](O[C:20]([O:22][C:23]([CH3:26])([CH3:25])[CH3:24])=[O:21])=[O:21])([CH3:26])([CH3:25])[CH3:24].[Li+].[OH-:28].[CH2:29]1[CH2:33][O:32]CC1. The catalyst is O1CCOCC1.O.C(O)C. The product is [C:20]([N:5]1[CH2:10][CH2:9][S:8][CH:7]([CH2:29][C:33]([OH:28])=[O:32])[CH2:6]1)([O:22][C:23]([CH3:24])([CH3:25])[CH3:26])=[O:21]. The yield is 0.810. (5) No catalyst specified. The reactants are F[C:2]1C(N)=NC(N)=NC=1.[OH:10][C:11]1[CH:19]=[CH:18][C:17]([N+:20]([O-:22])=[O:21])=[CH:16][C:12]=1[C:13]([OH:15])=[O:14].C(=O)([O-])[O-].[K+].[K+].IC. The product is [OH:10][C:11]1[CH:19]=[CH:18][C:17]([N+:20]([O-:22])=[O:21])=[CH:16][C:12]=1[C:13]([O:15][CH3:2])=[O:14]. The yield is 0.770. (6) The product is [C:29]([O:33][C:34]([NH:36][C:37]1[CH:42]=[CH:41][CH:40]=[CH:39][C:38]=1[NH:43][C:24](=[O:26])[C:23]1[CH:27]=[CH:28][C:20]([Cl:19])=[N:21][CH:22]=1)=[O:35])([CH3:32])([CH3:30])[CH3:31]. The yield is 1.00. The reactants are ClC1N=C(OC)N=C(OC)N=1.CN1CCOCC1.[Cl:19][C:20]1[CH:28]=[CH:27][C:23]([C:24]([OH:26])=O)=[CH:22][N:21]=1.[C:29]([O:33][C:34]([NH:36][C:37]1[CH:42]=[CH:41][CH:40]=[CH:39][C:38]=1[NH2:43])=[O:35])([CH3:32])([CH3:31])[CH3:30]. The catalyst is CN(C)C=O. (7) The reactants are [CH3:1][C:2]1[CH:3]=[C:4](OS(C(F)(F)F)(=O)=O)[CH:5]=[C:6]([CH3:22])[C:7]=1[CH2:8][C:9]1[CH:14]=[CH:13][C:12]([O:15][CH2:16][O:17][CH3:18])=[C:11]([CH:19]([CH3:21])[CH3:20])[CH:10]=1.C(N(CC)CC)C.C1(P(C2C=CC=CC=2)CCCP(C2C=CC=CC=2)C2C=CC=CC=2)C=CC=CC=1.[CH3:67][OH:68].CN([CH:72]=[O:73])C. The catalyst is C(OCC)(=O)C.CC([O-])=O.CC([O-])=O.[Pd+2]. The product is [CH3:1][C:2]1[CH:3]=[C:4]([CH:5]=[C:6]([CH3:22])[C:7]=1[CH2:8][C:9]1[CH:14]=[CH:13][C:12]([O:15][CH2:16][O:17][CH3:18])=[C:11]([CH:19]([CH3:20])[CH3:21])[CH:10]=1)[C:67]([O:73][CH3:72])=[O:68]. The yield is 0.930. (8) The reactants are [Cl:1][C:2]1[C:3]([F:14])=[C:4]([CH:7]=[C:8]([C:10]([F:13])([F:12])[F:11])[CH:9]=1)[CH:5]=[O:6].S([O-])(O[O-])(=O)=[O:16].[K+].[K+].[OH-].[Na+].Cl.C[N:27]([CH:29]=O)C. The catalyst is C(Cl)Cl. The product is [CH:29]1([NH2+:27][CH:2]2[CH2:9][CH2:8][CH2:7][CH2:4][CH2:3]2)[CH2:4][CH2:3][CH2:2][CH2:9][CH2:8]1.[Cl:1][C:2]1[C:3]([F:14])=[C:4]([CH:7]=[C:8]([C:10]([F:12])([F:13])[F:11])[CH:9]=1)[C:5]([O-:16])=[O:6]. The yield is 0.867. (9) The reactants are [NH2:1][C:2]1[CH:7]=[CH:6][C:5]([CH2:8][CH2:9][CH2:10][C:11]([O:13][CH3:14])=[O:12])=[CH:4][CH:3]=1.C(N(C(C)C)CC)(C)C.Cl[C:25](=[O:30])[C:26]([O:28][CH3:29])=O.Cl.O.[NH2:33][NH2:34].[F:35][C:36]1[CH:41]=[CH:40][CH:39]=[CH:38][C:37]=1[N:42]=C=S.CCN=C=NCCCN(C)C. The catalyst is C(Cl)Cl.CN(C=O)C. The product is [F:35][C:36]1[CH:41]=[CH:40][CH:39]=[CH:38][C:37]=1[NH:42][C:29]1[O:28][C:26]([C:25]([NH:1][C:2]2[CH:3]=[CH:4][C:5]([CH2:8][CH2:9][CH2:10][C:11]([O:13][CH3:14])=[O:12])=[CH:6][CH:7]=2)=[O:30])=[N:34][N:33]=1. The yield is 0.440.